Dataset: Full USPTO retrosynthesis dataset with 1.9M reactions from patents (1976-2016). Task: Predict the reactants needed to synthesize the given product. (1) Given the product [CH3:22][O:23][C:24]1[CH:25]=[CH:26][C:27]([C:30]2[C:35]([CH3:36])=[C:34]([C:37]([F:39])([F:38])[F:40])[N:33]3[N:41]=[CH:42][C:43]([C:44]([N:46]4[CH2:51][CH2:50][N:49]([C@H:2]([C:4]5[CH:11]=[CH:10][C:7]([C:8]#[N:9])=[CH:6][CH:5]=5)[CH3:3])[CH2:48][C@H:47]4[CH3:52])=[O:45])=[C:32]3[N:31]=2)=[CH:28][CH:29]=1, predict the reactants needed to synthesize it. The reactants are: O[C@@H:2]([C:4]1[CH:11]=[CH:10][C:7]([C:8]#[N:9])=[CH:6][CH:5]=1)[CH3:3].CS(Cl)(=O)=O.S([O-])(=O)(=O)C.[CH3:22][O:23][C:24]1[CH:29]=[CH:28][C:27]([C:30]2[C:35]([CH3:36])=[C:34]([C:37]([F:40])([F:39])[F:38])[N:33]3[N:41]=[CH:42][C:43]([C:44]([N:46]4[CH2:51][CH2:50][NH:49][CH2:48][C@H:47]4[CH3:52])=[O:45])=[C:32]3[N:31]=2)=[CH:26][CH:25]=1. (2) Given the product [ClH:1].[N:16]1[CH:17]=[CH:18][CH:19]=[CH:20][C:15]=1[CH2:14][NH:13][C:2]1[CH:3]=[CH:4][C:5]2[N:6]([C:8]([CH2:11][OH:12])=[CH:9][N:10]=2)[N:7]=1, predict the reactants needed to synthesize it. The reactants are: [Cl:1][C:2]1[CH:3]=[CH:4][C:5]2[N:6]([C:8]([CH2:11][OH:12])=[CH:9][N:10]=2)[N:7]=1.[NH2:13][CH2:14][C:15]1[CH:20]=[CH:19][CH:18]=[CH:17][N:16]=1.Cl. (3) Given the product [Cl:24][C:18]1[CH:17]=[C:16]([CH2:15][CH2:14][C:5]2([CH:9]3[CH2:13][CH2:12][CH2:11][CH2:10]3)[O:4][C:3](=[O:25])[CH:2]([S:59][C:56]3[NH:55][C:54]([C:48]4[CH:53]=[CH:52][CH:51]=[CH:50][CH:49]=4)=[N:58][N:57]=3)[C:7](=[O:8])[CH2:6]2)[CH:21]=[CH:20][C:19]=1[O:22][CH3:23], predict the reactants needed to synthesize it. The reactants are: Cl[C:2]1[C:3](=[O:25])[O:4][C:5]([CH2:14][CH2:15][C:16]2[CH:21]=[CH:20][C:19]([O:22][CH3:23])=[C:18]([Cl:24])[CH:17]=2)([CH:9]2[CH2:13][CH2:12][CH2:11][CH2:10]2)[CH2:6][C:7]=1[OH:8].ClC1C(=O)OC(CCC2CCCCC=2)(C2CCCC2)CC=1O.[C:48]1([C:54]2[NH:58][N:57]=[C:56]([SH:59])[N:55]=2)[CH:53]=[CH:52][CH:51]=[CH:50][CH:49]=1.N1C=CC(C2NC(S)=NN=2)=CC=1. (4) Given the product [C:52]([C:56]1[CH:57]=[C:58]([NH:68][C:17](=[O:19])[C:16]([C:13]2[CH:12]=[CH:11][C:10]([N:3]3[C:4]4=[N:5][CH:6]=[CH:7][CH:8]=[C:9]4[N:1]=[CH:2]3)=[CH:15][CH:14]=2)=[O:20])[N:59]([C:61]2[CH:62]=[CH:63][C:64]([CH3:67])=[CH:65][CH:66]=2)[N:60]=1)([CH3:55])([CH3:54])[CH3:53], predict the reactants needed to synthesize it. The reactants are: [N:1]1[C:9]2[C:4](=[N:5][CH:6]=[CH:7][CH:8]=2)[N:3]([C:10]2[CH:15]=[CH:14][C:13]([C:16](=[O:20])[C:17]([OH:19])=O)=[CH:12][CH:11]=2)[CH:2]=1.CN(C(ON1N=NC2C=CC=NC1=2)=[N+](C)C)C.F[P-](F)(F)(F)(F)F.C(N(CC)CC)C.[C:52]([C:56]1[CH:57]=[C:58]([NH2:68])[N:59]([C:61]2[CH:66]=[CH:65][C:64]([CH3:67])=[CH:63][CH:62]=2)[N:60]=1)([CH3:55])([CH3:54])[CH3:53]. (5) Given the product [CH2:21]([C:18]1[CH:17]=[CH:16][C:15]([C:13]([C:4]2[S:3][C:2]([NH:1][C:40](=[O:41])[CH2:39][CH2:38][C:37]([C:31]3[CH:32]=[C:33]([O:34][CH2:35][CH3:36])[C:28]([O:27][CH2:25][CH3:26])=[CH:29][C:30]=3[CH3:44])=[O:43])=[N:6][C:5]=2[C:7]2[CH:8]=[CH:9][CH:10]=[CH:11][CH:12]=2)=[O:14])=[CH:20][CH:19]=1)[CH2:22][CH2:23][CH3:24], predict the reactants needed to synthesize it. The reactants are: [NH2:1][C:2]1[S:3][C:4]([C:13]([C:15]2[CH:20]=[CH:19][C:18]([CH2:21][CH2:22][CH2:23][CH3:24])=[CH:17][CH:16]=2)=[O:14])=[C:5]([C:7]2[CH:12]=[CH:11][CH:10]=[CH:9][CH:8]=2)[N:6]=1.[CH2:25]([O:27][C:28]1[C:33]([O:34][CH2:35][CH3:36])=[CH:32][C:31]([C:37](=[O:43])[CH2:38][CH2:39][C:40](O)=[O:41])=[C:30]([CH3:44])[CH:29]=1)[CH3:26].CCN=C=NCCCN(C)C.C1C=CC2N(O)N=NC=2C=1. (6) Given the product [CH2:1]([N:8]1[CH2:13][CH2:12][CH:11]([O:14][C:18]2[N:33]=[CH:32][CH:31]=[CH:30][C:19]=2[C:20]([NH:22][C:23]2[CH:28]=[CH:27][CH:26]=[C:25]([Cl:29])[CH:24]=2)=[O:21])[CH2:10][CH2:9]1)[C:2]1[CH:3]=[CH:4][CH:5]=[CH:6][CH:7]=1, predict the reactants needed to synthesize it. The reactants are: [CH2:1]([N:8]1[CH2:13][CH2:12][CH:11]([OH:14])[CH2:10][CH2:9]1)[C:2]1[CH:7]=[CH:6][CH:5]=[CH:4][CH:3]=1.[H-].[Na+].Cl[C:18]1[N:33]=[CH:32][CH:31]=[CH:30][C:19]=1[C:20]([NH:22][C:23]1[CH:28]=[CH:27][CH:26]=[C:25]([Cl:29])[CH:24]=1)=[O:21].O. (7) Given the product [CH3:19][C:18]1[N:17]([C:11]2[CH:16]=[CH:15][CH:14]=[CH:13][CH:12]=2)[C:2]2[C:3]([N:8]=1)=[N:4][CH:5]=[CH:6][CH:7]=2, predict the reactants needed to synthesize it. The reactants are: Br[C:2]1[C:3]([N+:8]([O-])=O)=[N:4][CH:5]=[CH:6][CH:7]=1.[C:11]1([NH:17][C:18](=O)[CH3:19])[CH:16]=[CH:15][CH:14]=[CH:13][CH:12]=1.